From a dataset of Full USPTO retrosynthesis dataset with 1.9M reactions from patents (1976-2016). Predict the reactants needed to synthesize the given product. The reactants are: [Br:1][C:2]1[S:6][C:5]([CH2:7][OH:8])=[C:4]([C:9]2[CH:14]=[CH:13][C:12]([Cl:15])=[CH:11][CH:10]=2)[CH:3]=1.CC1C=CC(S([O-])(=O)=O)=CC=1.C1C=C[NH+]=CC=1.[O:33]1[CH:38]=[CH:37][CH2:36][CH2:35][CH2:34]1. Given the product [Br:1][C:2]1[S:6][C:5]([CH2:7][O:8][CH:34]2[CH2:35][CH2:36][CH2:37][CH2:38][O:33]2)=[C:4]([C:9]2[CH:14]=[CH:13][C:12]([Cl:15])=[CH:11][CH:10]=2)[CH:3]=1, predict the reactants needed to synthesize it.